This data is from Peptide-MHC class I binding affinity with 185,985 pairs from IEDB/IMGT. The task is: Regression. Given a peptide amino acid sequence and an MHC pseudo amino acid sequence, predict their binding affinity value. This is MHC class I binding data. (1) The peptide sequence is KRMGVQMQR. The MHC is HLA-B57:01 with pseudo-sequence HLA-B57:01. The binding affinity (normalized) is 0.0847. (2) The peptide sequence is HPKLRPILL. The MHC is HLA-A25:01 with pseudo-sequence HLA-A25:01. The binding affinity (normalized) is 0.0847. (3) The peptide sequence is FPRSAERAG. The MHC is HLA-B35:01 with pseudo-sequence HLA-B35:01. The binding affinity (normalized) is 0.651. (4) The peptide sequence is CSSIFNIV. The MHC is H-2-Kb with pseudo-sequence H-2-Kb. The binding affinity (normalized) is 0.182.